From a dataset of Full USPTO retrosynthesis dataset with 1.9M reactions from patents (1976-2016). Predict the reactants needed to synthesize the given product. (1) Given the product [F:35][C:23]1[CH:22]=[C:21]([N:6]2[C:5]3[CH2:8][CH2:9][O:10][CH2:11][C:4]=3[C:3]([C:2]([F:12])([F:1])[F:13])=[N:7]2)[CH:26]=[C:25]([F:27])[C:24]=1[CH2:28][N:29]1[CH2:33][CH2:32][CH2:31][C:30]1=[O:34], predict the reactants needed to synthesize it. The reactants are: [F:1][C:2]([F:13])([F:12])[C:3]1[C:4]2[CH2:11][O:10][CH2:9][CH2:8][C:5]=2[NH:6][N:7]=1.C(=O)([O-])[O-].[Cs+].[Cs+].Br[C:21]1[CH:26]=[C:25]([F:27])[C:24]([CH2:28][N:29]2[CH2:33][CH2:32][CH2:31][C:30]2=[O:34])=[C:23]([F:35])[CH:22]=1.CN(C)CC(O)=O. (2) Given the product [C:29]([CH2:25][NH:24][CH:21]1[CH2:22][CH2:23][N:19]([C:16]2[CH:17]=[CH:18][C:13]([N:12]([CH3:26])[C:10](=[O:11])[C:9]3[CH:27]=[CH:28][C:6]([O:5][CH2:1][CH2:2][CH2:3][CH3:4])=[CH:7][CH:8]=3)=[CH:14][CH:15]=2)[CH2:20]1)(=[O:31])[CH3:30], predict the reactants needed to synthesize it. The reactants are: [CH2:1]([O:5][C:6]1[CH:28]=[CH:27][C:9]([C:10]([N:12]([CH3:26])[C:13]2[CH:18]=[CH:17][C:16]([N:19]3[CH2:23][CH2:22][CH:21]([NH:24][CH3:25])[CH2:20]3)=[CH:15][CH:14]=2)=[O:11])=[CH:8][CH:7]=1)[CH2:2][CH2:3][CH3:4].[C:29](OC(=O)C)(=[O:31])[CH3:30].